This data is from Skin sensitization/reaction prediction data. The task is: Regression/Classification. Given a drug SMILES string, predict its toxicity properties. Task type varies by dataset: regression for continuous values (e.g., LD50, hERG inhibition percentage) or binary classification for toxic/non-toxic outcomes (e.g., AMES mutagenicity, cardiotoxicity, hepatotoxicity). Dataset: skin_reaction. (1) The result is 1 (causes skin reaction). The compound is COc1cc(C)ccc1O. (2) The molecule is CC1C(c2ccccc2)NC(=O)N1C. The result is 0 (no skin reaction). (3) The drug is CC=C(C)C=O. The result is 0 (no skin reaction).